From a dataset of Reaction yield outcomes from USPTO patents with 853,638 reactions. Predict the reaction yield, written as a fraction of the theoretical maximum amount of product (1.0 means a 100% yield; for example, 0.34 means a 34% yield). (1) The reactants are F[C:2]1[CH:9]=[C:8]([F:10])[CH:7]=[CH:6][C:3]=1[CH:4]=O.C(=O)(O)O.[NH2:15][C:16]([NH2:18])=[NH:17].C(N(CC)C(C)C)(C)C.CN(C)C(=O)C. The catalyst is C(OCC)(=O)C.O. The product is [F:10][C:8]1[CH:9]=[C:2]2[C:3]([CH:4]=[N:15][C:16]([NH2:18])=[N:17]2)=[CH:6][CH:7]=1. The yield is 0.190. (2) The reactants are [CH3:1][O:2][C:3]1[CH:4]=[CH:5][CH:6]=[C:7]2[C:12]=1[O:11][C@@H:10]([CH2:13][OH:14])[CH2:9][CH2:8]2.[C:15]1([CH3:25])[CH:20]=[CH:19][C:18]([S:21](Cl)(=[O:23])=[O:22])=[CH:17][CH:16]=1.C(N(CC)C(C)C)(C)C. The catalyst is ClCCl.CN(C)C1C=CN=CC=1. The product is [CH3:25][C:15]1[CH:20]=[CH:19][C:18]([S:21]([O:14][CH2:13][C@H:10]2[CH2:9][CH2:8][C:7]3[C:12](=[C:3]([O:2][CH3:1])[CH:4]=[CH:5][CH:6]=3)[O:11]2)(=[O:23])=[O:22])=[CH:17][CH:16]=1. The yield is 0.720. (3) The reactants are [C:1](#N)[C:2]1[C:3](=[CH:5][CH:6]=[CH:7][CH:8]=1)[NH2:4].[CH:10]1([Mg]Br)[CH2:14][CH2:13][CH2:12][CH2:11]1.Cl.[OH-:18].[Na+].O. The catalyst is C(OCC)C.O.C(OCC)(=O)C. The product is [NH2:4][C:3]1[CH:5]=[CH:6][CH:7]=[CH:8][C:2]=1[C:1]([CH:10]1[CH2:14][CH2:13][CH2:12][CH2:11]1)=[O:18]. The yield is 0.936. (4) The reactants are [OH:1][CH:2]([C:18]1[CH:23]=[CH:22][C:21]([O:24][C:25]2[CH:30]=[CH:29][CH:28]=[CH:27][CH:26]=2)=[CH:20][CH:19]=1)[CH:3]([CH2:7][C:8]1[CH:13]=[CH:12][C:11]([C:14]([F:17])([F:16])[F:15])=[CH:10][CH:9]=1)C(O)=O.C1(P(N=[N+]=[N-])(C2C=CC=CC=2)=O)C=CC=CC=1.C([N:50]([CH2:53]C)CC)C.[OH2:55]. The yield is 0.920. The catalyst is O1CCCC1. The product is [O:24]([C:21]1[CH:20]=[CH:19][C:18]([CH:2]2[O:1][C:53](=[O:55])[NH:50][CH:3]2[CH2:7][C:8]2[CH:13]=[CH:12][C:11]([C:14]([F:15])([F:17])[F:16])=[CH:10][CH:9]=2)=[CH:23][CH:22]=1)[C:25]1[CH:26]=[CH:27][CH:28]=[CH:29][CH:30]=1. (5) The reactants are Br[C:2]1[CH:9]=[CH:8][C:5]([C:6]#[N:7])=[CH:4][C:3]=1[CH3:10].[F:11][C:12]([F:23])([F:22])[C:13]1[CH:18]=[CH:17][C:16](B(O)O)=[CH:15][CH:14]=1.C(=O)([O-])[O-].[K+].[K+].O1CCOCC1. The catalyst is C1C=CC([P]([Pd]([P](C2C=CC=CC=2)(C2C=CC=CC=2)C2C=CC=CC=2)([P](C2C=CC=CC=2)(C2C=CC=CC=2)C2C=CC=CC=2)[P](C2C=CC=CC=2)(C2C=CC=CC=2)C2C=CC=CC=2)(C2C=CC=CC=2)C2C=CC=CC=2)=CC=1.O. The product is [CH3:10][C:3]1[CH:4]=[C:5]([C:6]#[N:7])[CH:8]=[CH:9][C:2]=1[C:16]1[CH:17]=[CH:18][C:13]([C:12]([F:23])([F:22])[F:11])=[CH:14][CH:15]=1. The yield is 0.950.